From a dataset of Full USPTO retrosynthesis dataset with 1.9M reactions from patents (1976-2016). Predict the reactants needed to synthesize the given product. (1) Given the product [Br:14][C:11]1[CH:12]=[CH:13][C:8]([C:5]2[CH:6]=[CH:7][C:2]([N:25]([C:15]3[C:24]4[C:19](=[CH:20][CH:21]=[CH:22][CH:23]=4)[CH:18]=[CH:17][CH:16]=3)[C:26]3[CH:31]=[CH:30][CH:29]=[CH:28][CH:27]=3)=[CH:3][CH:4]=2)=[CH:9][CH:10]=1, predict the reactants needed to synthesize it. The reactants are: Br[C:2]1[CH:7]=[CH:6][C:5]([C:8]2[CH:13]=[CH:12][C:11]([Br:14])=[CH:10][CH:9]=2)=[CH:4][CH:3]=1.[C:15]1([NH:25][C:26]2[CH:31]=[CH:30][CH:29]=[CH:28][CH:27]=2)[C:24]2[C:19](=[CH:20][CH:21]=[CH:22][CH:23]=2)[CH:18]=[CH:17][CH:16]=1.CC(C)([O-])C.[Na+]. (2) Given the product [CH2:14]([O:13][CH2:12][CH2:11][CH2:10][CH2:9][N:1]1[CH2:6][CH2:5][C:4](=[O:7])[CH2:3][CH2:2]1)[CH3:15], predict the reactants needed to synthesize it. The reactants are: [NH:1]1[CH2:6][CH2:5][C:4](=[O:7])[CH2:3][CH2:2]1.Cl[CH2:9][CH2:10][CH2:11][CH2:12][O:13][CH2:14][CH3:15]. (3) Given the product [CH:1]1[CH:2]=[CH:3][N:4]2[CH2:10][C:9]3[CH:11]=[CH:12][CH:13]=[CH:14][C:8]=3[N:7]([C:15]([C:17]3[CH:22]=[CH:21][C:20]([C:39]4[C:48]5[C:43](=[CH:44][CH:45]=[CH:46][CH:47]=5)[CH2:42][CH2:41][CH:40]=4)=[C:19]([CH3:32])[CH:18]=3)=[O:16])[CH2:6][C:5]=12, predict the reactants needed to synthesize it. The reactants are: [CH:1]1[CH:2]=[CH:3][N:4]2[CH2:10][C:9]3[CH:11]=[CH:12][CH:13]=[CH:14][C:8]=3[N:7]([C:15]([C:17]3[CH:22]=[CH:21][C:20](B4OC(C)(C)C(C)(C)O4)=[C:19]([CH3:32])[CH:18]=3)=[O:16])[CH2:6][C:5]=12.FC(F)(F)S(O[C:39]1[C:48]2[C:43](=[CH:44][CH:45]=[CH:46][CH:47]=2)[CH2:42][CH2:41][CH:40]=1)(=O)=O.C(=O)([O-])[O-].[Na+].[Na+]. (4) Given the product [Br:1][C:2]1[C:3]([O:19][CH3:20])=[C:4]2[C:8](=[C:9]([F:11])[CH:10]=1)[N:7]([CH3:12])[CH:6]=[C:5]2[CH:13]([CH3:18])[C:14]([OH:16])=[O:15], predict the reactants needed to synthesize it. The reactants are: [Br:1][C:2]1[C:3]([O:19][CH3:20])=[C:4]2[C:8](=[C:9]([F:11])[CH:10]=1)[N:7]([CH3:12])[CH:6]=[C:5]2[CH:13]([CH3:18])[C:14]([O:16]C)=[O:15].[OH-].[K+].Cl.